From a dataset of NCI-60 drug combinations with 297,098 pairs across 59 cell lines. Regression. Given two drug SMILES strings and cell line genomic features, predict the synergy score measuring deviation from expected non-interaction effect. (1) Drug 1: C1=NC2=C(N=C(N=C2N1C3C(C(C(O3)CO)O)O)F)N. Drug 2: CC1CCC2CC(C(=CC=CC=CC(CC(C(=O)C(C(C(=CC(C(=O)CC(OC(=O)C3CCCCN3C(=O)C(=O)C1(O2)O)C(C)CC4CCC(C(C4)OC)OCCO)C)C)O)OC)C)C)C)OC. Cell line: NCIH23. Synergy scores: CSS=3.96, Synergy_ZIP=0.925, Synergy_Bliss=3.74, Synergy_Loewe=-1.79, Synergy_HSA=-0.885. (2) Drug 1: C1=NC2=C(N1)C(=S)N=C(N2)N. Drug 2: CN(C(=O)NC(C=O)C(C(C(CO)O)O)O)N=O. Cell line: EKVX. Synergy scores: CSS=29.7, Synergy_ZIP=0.190, Synergy_Bliss=-1.18, Synergy_Loewe=-11.5, Synergy_HSA=0.0216. (3) Drug 1: CN1C(=O)N2C=NC(=C2N=N1)C(=O)N. Drug 2: CCN(CC)CCCC(C)NC1=C2C=C(C=CC2=NC3=C1C=CC(=C3)Cl)OC. Cell line: RPMI-8226. Synergy scores: CSS=19.0, Synergy_ZIP=-6.62, Synergy_Bliss=-4.28, Synergy_Loewe=-4.18, Synergy_HSA=-2.10. (4) Synergy scores: CSS=23.6, Synergy_ZIP=-8.82, Synergy_Bliss=-6.71, Synergy_Loewe=-5.65, Synergy_HSA=-3.23. Drug 1: C1=CC=C(C(=C1)C(C2=CC=C(C=C2)Cl)C(Cl)Cl)Cl. Cell line: LOX IMVI. Drug 2: C(CCl)NC(=O)N(CCCl)N=O. (5) Drug 1: C1CN1C2=NC(=NC(=N2)N3CC3)N4CC4. Drug 2: C(CC(=O)O)C(=O)CN.Cl. Cell line: NCI-H322M. Synergy scores: CSS=7.54, Synergy_ZIP=0.919, Synergy_Bliss=7.03, Synergy_Loewe=1.38, Synergy_HSA=2.87. (6) Drug 1: C(=O)(N)NO. Drug 2: C1CN(P(=O)(OC1)NCCCl)CCCl. Cell line: UACC62. Synergy scores: CSS=1.47, Synergy_ZIP=-0.937, Synergy_Bliss=0.395, Synergy_Loewe=-0.983, Synergy_HSA=-0.511. (7) Drug 1: CC1CCC2CC(C(=CC=CC=CC(CC(C(=O)C(C(C(=CC(C(=O)CC(OC(=O)C3CCCCN3C(=O)C(=O)C1(O2)O)C(C)CC4CCC(C(C4)OC)O)C)C)O)OC)C)C)C)OC. Drug 2: CCCCC(=O)OCC(=O)C1(CC(C2=C(C1)C(=C3C(=C2O)C(=O)C4=C(C3=O)C=CC=C4OC)O)OC5CC(C(C(O5)C)O)NC(=O)C(F)(F)F)O. Cell line: OVCAR3. Synergy scores: CSS=12.9, Synergy_ZIP=1.48, Synergy_Bliss=2.98, Synergy_Loewe=2.91, Synergy_HSA=3.19. (8) Synergy scores: CSS=76.2, Synergy_ZIP=8.74, Synergy_Bliss=7.18, Synergy_Loewe=6.34, Synergy_HSA=10.4. Cell line: SW-620. Drug 1: CCCCC(=O)OCC(=O)C1(CC(C2=C(C1)C(=C3C(=C2O)C(=O)C4=C(C3=O)C=CC=C4OC)O)OC5CC(C(C(O5)C)O)NC(=O)C(F)(F)F)O. Drug 2: B(C(CC(C)C)NC(=O)C(CC1=CC=CC=C1)NC(=O)C2=NC=CN=C2)(O)O.